Dataset: Full USPTO retrosynthesis dataset with 1.9M reactions from patents (1976-2016). Task: Predict the reactants needed to synthesize the given product. (1) Given the product [C@H:23]1([NH:32][C:33]2[CH:42]=[CH:41][C:40]3[C:35](=[CH:36][CH:37]=[C:38]([NH:43][C:1]([N:22]4[CH2:14][CH2:13][C:15]5([CH2:16][O:17][CH2:18][CH2:19]5)[CH2:20][CH2:21]4)=[O:12])[CH:39]=3)[N:34]=2)[C:31]2[C:26](=[CH:27][CH:28]=[CH:29][CH:30]=2)[CH2:25][CH2:24]1, predict the reactants needed to synthesize it. The reactants are: [C:1](=[O:12])(OC(Cl)(Cl)Cl)OC(Cl)(Cl)Cl.[CH2:13]([C:15]1([CH2:20][CH2:21][NH2:22])[CH2:19][CH2:18][O:17][CH2:16]1)[CH3:14].[C@H:23]1([NH:32][C:33]2[CH:42]=[CH:41][C:40]3[C:35](=[CH:36][CH:37]=[C:38]([NH2:43])[CH:39]=3)[N:34]=2)[C:31]2[C:26](=[CH:27][CH:28]=[CH:29][CH:30]=2)[CH2:25][CH2:24]1. (2) Given the product [F:45][C:39]1[C:40]([CH:42]([CH3:44])[CH3:43])=[N:41][C:36]([N:15]2[CH2:14][C@@H:13]3[C@@:8]([C:2]4[CH:3]=[CH:4][CH:5]=[CH:6][CH:7]=4)([N:9]=[C:10]([NH:17][C:18](=[O:25])[C:19]4[CH:20]=[CH:21][CH:22]=[CH:23][CH:24]=4)[S:11][CH2:12]3)[CH2:16]2)=[N:37][CH:38]=1, predict the reactants needed to synthesize it. The reactants are: Cl.[C:2]1([C@:8]23[CH2:16][NH:15][CH2:14][C@H:13]2[CH2:12][S:11][C:10]([NH:17][C:18](=[O:25])[C:19]2[CH:24]=[CH:23][CH:22]=[CH:21][CH:20]=2)=[N:9]3)[CH:7]=[CH:6][CH:5]=[CH:4][CH:3]=1.C(N(C(C)C)CC)(C)C.Cl[C:36]1[N:41]=[C:40]([CH:42]([CH3:44])[CH3:43])[C:39]([F:45])=[CH:38][N:37]=1. (3) The reactants are: O[CH2:2][CH2:3][N:4]([C:12]1[CH:17]=[C:16]([Cl:18])[C:15]([N:19]2[CH2:24][CH:23]([CH2:25][C:26]3[CH:31]=[CH:30][C:29]([F:32])=[CH:28][C:27]=3[F:33])[CH2:22][CH2:21][C:20]2=[O:34])=[C:14]([Cl:35])[CH:13]=1)C(OC(C)(C)C)=O.C1(P(C2C=CC=CC=2)C2C=CC=CC=2)C=CC=CC=1.[CH3:55][C:56]1([CH3:63])[C:60](=[O:61])[NH:59][C:58](=[O:62])[NH:57]1.CCOC(/N=N/C(OCC)=O)=O. Given the product [CH3:55][C:56]1([CH3:63])[C:60](=[O:61])[N:59]([CH2:2][CH2:3][NH:4][C:12]2[CH:17]=[C:16]([Cl:18])[C:15]([N:19]3[CH2:24][CH:23]([CH2:25][C:26]4[CH:31]=[CH:30][C:29]([F:32])=[CH:28][C:27]=4[F:33])[CH2:22][CH2:21][C:20]3=[O:34])=[C:14]([Cl:35])[CH:13]=2)[C:58](=[O:62])[NH:57]1, predict the reactants needed to synthesize it. (4) Given the product [CH3:1][O:2][CH:3]1[CH2:10][CH:9]2[CH:5]([CH2:6][CH:7]([NH:13][CH2:14][C:15]([N:17]3[CH2:21][CH2:20][CH2:19][CH:18]3[C:22]#[N:23])=[O:16])[CH2:8]2)[CH2:4]1, predict the reactants needed to synthesize it. The reactants are: [CH3:1][O:2][CH:3]1[CH2:10][CH:9]2[CH:5]([CH2:6][C:7](=O)[CH2:8]2)[CH2:4]1.Cl.[NH2:13][CH2:14][C:15]([N:17]1[CH2:21][CH2:20][CH2:19][CH:18]1[C:22]#[N:23])=[O:16].S([O-])([O-])(=O)=O.[Na+].[Na+].C(O[BH-](OC(=O)C)OC(=O)C)(=O)C.[Na+].C(=O)([O-])[O-].[Na+].[Na+]. (5) Given the product [C:1]1([C:32]2[CH:37]=[CH:36][CH:35]=[CH:34][CH:33]=2)[CH:6]=[CH:5][C:4]([C:7]2[N:11]([CH2:12][CH:13]3[CH2:17][CH2:16][N:15]([C:18]([O:20][C:21]([CH3:22])([CH3:23])[CH3:24])=[O:19])[CH2:14]3)[C:10]3[CH:25]=[C:26]([C:29]([NH:41][CH3:38])=[O:31])[CH:27]=[CH:28][C:9]=3[N:8]=2)=[CH:3][CH:2]=1, predict the reactants needed to synthesize it. The reactants are: [C:1]1([C:32]2[CH:37]=[CH:36][CH:35]=[CH:34][CH:33]=2)[CH:6]=[CH:5][C:4]([C:7]2[N:11]([CH2:12][CH:13]3[CH2:17][CH2:16][N:15]([C:18]([O:20][C:21]([CH3:24])([CH3:23])[CH3:22])=[O:19])[CH2:14]3)[C:10]3[CH:25]=[C:26]([C:29]([OH:31])=O)[CH:27]=[CH:28][C:9]=3[N:8]=2)=[CH:3][CH:2]=1.[CH:38]([N:41]=C=NC(C)C)(C)C.CN.O. (6) Given the product [Br:1][C:2]1[CH:10]=[C:9]([CH:8]=[CH:7][C:3]=1[C:4]([N:14]1[CH2:18][CH2:17][CH2:16][CH2:15]1)=[O:6])[C:11]([OH:13])=[O:12], predict the reactants needed to synthesize it. The reactants are: [Br:1][C:2]1[CH:10]=[C:9]([C:11]([OH:13])=[O:12])[CH:8]=[CH:7][C:3]=1[C:4]([OH:6])=O.[NH:14]1[CH2:18][CH2:17][CH2:16][CH2:15]1.CN1CCOCC1. (7) Given the product [CH:57]1([CH2:48][N:11]([CH2:10][CH2:9][CH2:8][C:5]2[CH:6]=[CH:7][C:2]([F:1])=[CH:3][CH:4]=2)[C@H:12]2[CH2:17][CH2:16][C@H:15]([C:18]3[CH:27]=[CH:26][C:21]4[NH:22][C:23](=[O:25])[O:24][C:20]=4[CH:19]=3)[CH2:14][CH2:13]2)[CH2:51][CH2:56]1, predict the reactants needed to synthesize it. The reactants are: [F:1][C:2]1[CH:7]=[CH:6][C:5]([CH2:8][CH2:9][CH2:10][NH:11][C@H:12]2[CH2:17][CH2:16][C@H:15]([C:18]3[CH:27]=[CH:26][C:21]4[NH:22][C:23](=[O:25])[O:24][C:20]=4[CH:19]=3)[CH2:14][CH2:13]2)=[CH:4][CH:3]=1.[OH-].[Na+].Cl.F[C:56]1[CH:51]=CC(CCCN[C@H]2CC[C@H]([C:48]3[CH:57]=[CH:56][C:51]4NC(=O)OC=4C=3)CC2)=[CH:48][CH:57]=1.C1(C=O)CC1.[BH-](OC(C)=O)(OC(C)=O)OC(C)=O.[Na+].